From a dataset of Full USPTO retrosynthesis dataset with 1.9M reactions from patents (1976-2016). Predict the reactants needed to synthesize the given product. (1) Given the product [F:16][C:14]1[CH:15]=[C:7]([B:19]2[O:23][C:22]([CH3:25])([CH3:24])[C:21]([CH3:27])([CH3:26])[O:20]2)[CH:8]=[C:9]2[C:13]=1[NH:12][CH:11]=[CH:10]2, predict the reactants needed to synthesize it. The reactants are: FC(F)(F)S(O[C:7]1[CH:8]=[C:9]2[C:13](=[C:14]([F:16])[CH:15]=1)[NH:12][CH:11]=[CH:10]2)(=O)=O.[B:19]1([B:19]2[O:23][C:22]([CH3:25])([CH3:24])[C:21]([CH3:27])([CH3:26])[O:20]2)[O:23][C:22]([CH3:25])([CH3:24])[C:21]([CH3:27])([CH3:26])[O:20]1.C([O-])(=O)C.[K+]. (2) The reactants are: ClC1C=C(C=CC=1)C(OO)=[O:6].[CH3:12][C:13]1[CH:14]=[C:15]([NH:20][C:21]([C:23]2[C:24]([S:29][CH2:30][C:31]3[C:40]4[C:35](=[CH:36][CH:37]=[CH:38][CH:39]=4)[N:34]=[CH:33][CH:32]=3)=[N:25][CH:26]=[CH:27][CH:28]=2)=[O:22])[CH:16]=[C:17]([CH3:19])[CH:18]=1. Given the product [CH3:12][C:13]1[CH:14]=[C:15]([NH:20][C:21]([C:23]2[C:24]([S:29]([CH2:30][C:31]3[C:40]4[C:35](=[CH:36][CH:37]=[CH:38][CH:39]=4)[N:34]=[CH:33][CH:32]=3)=[O:6])=[N:25][CH:26]=[CH:27][CH:28]=2)=[O:22])[CH:16]=[C:17]([CH3:19])[CH:18]=1, predict the reactants needed to synthesize it. (3) Given the product [N+:13]([C:8]1[CH:9]=[CH:10][CH:11]=[CH:12][C:7]=1[C:4]1[CH:3]=[N:17][C:18]([OH:19])=[N:20][CH:5]=1)([O-:15])=[O:14], predict the reactants needed to synthesize it. The reactants are: CN(C)[CH:3]=[C:4]([C:7]1[CH:12]=[CH:11][CH:10]=[CH:9][C:8]=1[N+:13]([O-:15])=[O:14])[CH:5]=O.[NH2:17][C:18]([NH2:20])=[O:19].Cl.CO. (4) Given the product [C:1]1([CH2:7][CH2:8][O:9][CH2:10][CH2:11][CH2:12][N:13]2[CH2:22][CH2:21][C:16](=[O:17])[CH2:15][CH2:14]2)[CH:6]=[CH:5][CH:4]=[CH:3][CH:2]=1, predict the reactants needed to synthesize it. The reactants are: [C:1]1([CH2:7][CH2:8][O:9][CH2:10][CH2:11][CH2:12][N:13]2[CH2:22][CH2:21][C:16]3(OCC[O:17]3)[CH2:15][CH2:14]2)[CH:6]=[CH:5][CH:4]=[CH:3][CH:2]=1.Cl. (5) Given the product [CH3:22][O:23][C:24]([C:26]1([OH:31])[CH2:30][CH2:29][N:28]([CH2:2][C:3]2[CH:8]=[CH:7][CH:6]=[C:5]([O:9][C:10]3[CH:15]=[CH:14][CH:13]=[CH:12][CH:11]=3)[CH:4]=2)[CH2:27]1)=[O:25], predict the reactants needed to synthesize it. The reactants are: Cl[CH2:2][C:3]1[CH:8]=[CH:7][CH:6]=[C:5]([O:9][C:10]2[CH:15]=[CH:14][CH:13]=[CH:12][CH:11]=2)[CH:4]=1.C(=O)([O-])[O-].[K+].[K+].[CH3:22][O:23][C:24]([C:26]1([OH:31])[CH2:30][CH2:29][NH:28][CH2:27]1)=[O:25]. (6) Given the product [N:21]1[CH:22]=[CH:23][CH:24]=[CH:25][C:20]=1[CH2:19][O:18][C:10]1[CH:9]=[C:8]([C:5]2[CH:4]=[N:3][C:2]([NH2:26])=[N:7][CH:6]=2)[C:17]2[CH2:16][CH2:15][CH2:14][CH2:13][C:12]=2[N:11]=1, predict the reactants needed to synthesize it. The reactants are: F[C:2]1[N:7]=[CH:6][C:5]([C:8]2[C:17]3[CH2:16][CH2:15][CH2:14][CH2:13][C:12]=3[N:11]=[C:10]([O:18][CH2:19][C:20]3[CH:25]=[CH:24][CH:23]=[CH:22][N:21]=3)[CH:9]=2)=[CH:4][N:3]=1.[NH3:26].CO. (7) Given the product [C@@H:1]([N:5]1[C:13]2[CH:12]=[C:11]([Cl:14])[N:10]=[CH:9][C:8]=2[C:7]([N:16]2[CH2:20][CH2:19][C@H:18]([OH:21])[CH2:17]2)=[N:6]1)([CH2:3][CH3:4])[CH3:2], predict the reactants needed to synthesize it. The reactants are: [C@@H:1]([N:5]1[C:13]2[CH:12]=[C:11]([Cl:14])[N:10]=[CH:9][C:8]=2[C:7](I)=[N:6]1)([CH2:3][CH3:4])[CH3:2].[NH:16]1[CH2:20][CH2:19][C@H:18]([OH:21])[CH2:17]1.